From a dataset of Full USPTO retrosynthesis dataset with 1.9M reactions from patents (1976-2016). Predict the reactants needed to synthesize the given product. (1) Given the product [Cl:24][C:25]1[CH:30]=[CH:29][C:28]([Cl:31])=[CH:27][C:26]=1[S:32]([NH:1][C@H:2]1[CH2:6][N:5]([C:7]([O:9][C:10]([CH3:13])([CH3:12])[CH3:11])=[O:8])[C@@H:4]([CH3:14])[CH2:3]1)(=[O:34])=[O:33], predict the reactants needed to synthesize it. The reactants are: [NH2:1][C@H:2]1[CH2:6][N:5]([C:7]([O:9][C:10]([CH3:13])([CH3:12])[CH3:11])=[O:8])[C@@H:4]([CH3:14])[CH2:3]1.CCN(C(C)C)C(C)C.[Cl:24][C:25]1[CH:30]=[CH:29][C:28]([Cl:31])=[CH:27][C:26]=1[S:32](Cl)(=[O:34])=[O:33]. (2) Given the product [NH2:12][C:5]12[CH2:10][CH:9]3[CH2:8][CH:7]([CH2:11][CH:3]([C:2]3=[O:1])[CH2:4]1)[CH2:6]2.[ClH:16], predict the reactants needed to synthesize it. The reactants are: [O:1]=[C:2]1[CH:9]2[CH2:10][C:5]3([NH:12]C(=O)C)[CH2:6][CH:7]([CH2:11][CH:3]1[CH2:4]3)[CH2:8]2.[ClH:16]. (3) Given the product [CH3:1][C:2]([CH3:22])([CH3:21])[CH2:3][C:4]([NH:6][C:7]1[C:8]([CH3:20])=[CH:9][C:10]2[O:14][C:13]([CH3:15])([CH3:16])[CH2:12][C:11]=2[C:18]=1[CH3:19])=[O:5], predict the reactants needed to synthesize it. The reactants are: [CH3:1][C:2]([CH3:22])([CH3:21])[CH2:3][C:4]([NH:6][C:7]1[C:8]([CH3:20])=[CH:9][C:10]2[O:14][C:13]([CH3:16])([CH3:15])[CH:12](O)[C:11]=2[C:18]=1[CH3:19])=[O:5].C([SiH](CC)CC)C.O. (4) Given the product [CH:1]1([N:4]([CH3:22])[C:5]2[C:6]3[C:17]4[CH2:18][CH2:19][CH2:20][CH2:21][C:16]=4[S:15][C:7]=3[N:8]=[C:9]([CH2:11][C:12]([N:35]([CH3:36])[CH3:34])=[O:13])[N:10]=2)[CH2:2][CH2:3]1, predict the reactants needed to synthesize it. The reactants are: [CH:1]1([N:4]([CH3:22])[C:5]2[C:6]3[C:17]4[CH2:18][CH2:19][CH2:20][CH2:21][C:16]=4[S:15][C:7]=3[N:8]=[C:9]([CH2:11][C:12](O)=[O:13])[N:10]=2)[CH2:3][CH2:2]1.C1C=CC2N(O)N=NC=2C=1.C[CH2:34][N:35]=[C:36]=NCCCN(C)C.Cl. (5) Given the product [C:27]([C:26]1[CH:29]=[C:30]([N+:33]([O-:35])=[O:34])[CH:31]=[CH:32][C:25]=1[NH:1][CH2:2][CH2:3][C:4]1[C:12]2[C:7](=[CH:8][CH:9]=[CH:10][CH:11]=2)[NH:6][CH:5]=1)#[N:28], predict the reactants needed to synthesize it. The reactants are: [NH2:1][CH2:2][CH2:3][C:4]1[C:12]2[C:7](=[CH:8][CH:9]=[CH:10][CH:11]=2)[NH:6][CH:5]=1.BrC1C=CC(F)=C([N+]([O-])=O)C=1.F[C:25]1[CH:32]=[CH:31][C:30]([N+:33]([O-:35])=[O:34])=[CH:29][C:26]=1[C:27]#[N:28].ClCCl. (6) Given the product [Cl:14][C:15]1[N:16]=[N:17][C:18]([N:4]2[CH2:5][CH2:6][N:1]([C:7]([O:9][C:10]([CH3:13])([CH3:12])[CH3:11])=[O:8])[CH2:2][CH2:3]2)=[CH:19][CH:20]=1, predict the reactants needed to synthesize it. The reactants are: [N:1]1([C:7]([O:9][C:10]([CH3:13])([CH3:12])[CH3:11])=[O:8])[CH2:6][CH2:5][NH:4][CH2:3][CH2:2]1.[Cl:14][C:15]1[N:16]=[N:17][C:18](Cl)=[CH:19][CH:20]=1.C(N(CC)CC)C. (7) Given the product [C:16]([O:15][C:13](=[O:14])[N:8]([CH2:9][CH2:10][CH2:11][OH:12])[CH3:1])([CH3:19])([CH3:18])[CH3:17], predict the reactants needed to synthesize it. The reactants are: [C:1](=O)([O-])[O-].[Na+].[Na+].O.[NH2:8][CH2:9][CH2:10][CH2:11][OH:12].[C:13](O[C:13]([O:15][C:16]([CH3:19])([CH3:18])[CH3:17])=[O:14])([O:15][C:16]([CH3:19])([CH3:18])[CH3:17])=[O:14]. (8) Given the product [CH:1]1([C:4]2[C:5]([O:13][C@@H:14]([CH3:19])[C:15]([F:18])([F:17])[F:16])=[CH:6][C:7]([C:10]([NH:27][CH:26]([C:23]3[N:22]=[C:21]([CH3:20])[O:25][N:24]=3)[C:28]3([CH3:32])[CH2:31][O:30][CH2:29]3)=[O:12])=[N:8][CH:9]=2)[CH2:2][CH2:3]1, predict the reactants needed to synthesize it. The reactants are: [CH:1]1([C:4]2[C:5]([O:13][C@@H:14]([CH3:19])[C:15]([F:18])([F:17])[F:16])=[CH:6][C:7]([C:10]([OH:12])=O)=[N:8][CH:9]=2)[CH2:3][CH2:2]1.[CH3:20][C:21]1[O:25][N:24]=[C:23]([CH:26]([C:28]2([CH3:32])[CH2:31][O:30][CH2:29]2)[NH2:27])[N:22]=1. (9) Given the product [NH2:22][C:18]1[C:17]2[N:23]=[C:24]([CH2:26][CH2:27][CH3:28])[S:25][C:16]=2[C:15]2[CH:14]=[CH:13][C:12]([O:11][CH2:10][CH2:9][NH:8][C:4](=[O:5])[CH:3]=[CH2:2])=[CH:21][C:20]=2[N:19]=1, predict the reactants needed to synthesize it. The reactants are: Cl[CH2:2][CH2:3][C:4](Cl)=[O:5].Cl.[NH2:8][CH2:9][CH2:10][O:11][C:12]1[CH:13]=[CH:14][C:15]2[C:16]3[S:25][C:24]([CH2:26][CH2:27][CH3:28])=[N:23][C:17]=3[C:18]([NH2:22])=[N:19][C:20]=2[CH:21]=1.C(N(CC)CC)C.C1CCN2C(=NCCC2)CC1.